From a dataset of Full USPTO retrosynthesis dataset with 1.9M reactions from patents (1976-2016). Predict the reactants needed to synthesize the given product. (1) Given the product [CH:27]([NH:30][C:31](=[O:32])[O:19][CH2:18][C:4]1([CH2:13][CH2:14][CH:15]([CH3:16])[CH3:17])[C:5]2[C:10](=[CH:9][CH:8]=[CH:7][CH:6]=2)[CH2:11][CH:12]=[C:3]1[O:2][CH3:1])([CH3:29])[CH3:28], predict the reactants needed to synthesize it. The reactants are: [CH3:1][O:2][C:3]1[C:4]([CH2:18][OH:19])([CH2:13][CH2:14][CH:15]([CH3:17])[CH3:16])[C:5]2[C:10]([CH2:11][CH:12]=1)=[CH:9][CH:8]=[CH:7][CH:6]=2.C(N(CC)CC)C.[CH:27]([N:30]=[C:31]=[O:32])([CH3:29])[CH3:28]. (2) Given the product [F:7][C:8]1[C:18]([F:19])=[C:17]([F:20])[CH:16]=[CH:15][C:9]=1[N:10]([CH:24]=[C:25]([C:26]([O:28][CH2:29][CH3:30])=[O:27])[C:31]([O:33][CH2:34][CH3:35])=[O:32])[C@@H:11]([CH3:14])[CH2:12][OH:13], predict the reactants needed to synthesize it. The reactants are: CC(C)([O-])C.[K+].[F:7][C:8]1[C:18]([F:19])=[C:17]([F:20])[CH:16]=[CH:15][C:9]=1[NH:10][C@@H:11]([CH3:14])[CH2:12][OH:13].C(O[CH:24]=[C:25]([C:31]([O:33][CH2:34][CH3:35])=[O:32])[C:26]([O:28][CH2:29][CH3:30])=[O:27])C. (3) Given the product [C:1]([N:4]1[CH2:9][CH2:8][N:7]([O:16][CH2:11][CH2:12][CH2:13][Cl:14])[CH2:6][CH2:5]1)(=[O:3])[CH3:2], predict the reactants needed to synthesize it. The reactants are: [C:1]([N:4]1[CH2:9][CH2:8][NH:7][CH2:6][CH2:5]1)(=[O:3])[CH3:2].Br[CH2:11][CH2:12][CH2:13][Cl:14].C(=O)([O-])[O-:16].[K+].[K+].